Predict the reactants needed to synthesize the given product. From a dataset of Full USPTO retrosynthesis dataset with 1.9M reactions from patents (1976-2016). (1) Given the product [CH3:1][O:2][C:3]1[CH:4]=[C:5]2[C:10](=[CH:11][C:12]=1[O:13][CH3:14])[N:9]=[CH:8][CH:7]=[C:6]2[O:15][C:16]1[CH:17]=[CH:18][C:19]([NH:22][CH2:23][CH2:24][O:25][C:26]2[CH:31]=[CH:30][CH:29]=[CH:28][C:27]=2[O:32][CH3:33])=[CH:20][CH:21]=1, predict the reactants needed to synthesize it. The reactants are: [CH3:1][O:2][C:3]1[CH:4]=[C:5]2[C:10](=[CH:11][C:12]=1[O:13][CH3:14])[N:9]=[CH:8][CH:7]=[C:6]2[O:15][C:16]1[CH:21]=[CH:20][C:19]([NH:22][C:23](=O)[CH2:24][O:25][C:26]2[CH:31]=[CH:30][CH:29]=[CH:28][C:27]=2[O:32][CH3:33])=[CH:18][CH:17]=1.Cl.[OH-].[Na+]. (2) Given the product [CH2:44]([O:47][N:48]=[CH:41][C:38]1[CH:37]=[C:36]([C:27]2[C:28]([C:31]([NH:33][CH2:34][CH3:35])=[O:32])=[N:29][O:30][C:26]=2[C:10]2[CH:11]=[C:12]([CH:23]([CH3:24])[CH3:25])[C:13]([O:15][CH2:16][C:17]3[CH:18]=[CH:19][CH:20]=[CH:21][CH:22]=3)=[CH:14][C:9]=2[O:8][CH2:1][C:2]2[CH:7]=[CH:6][CH:5]=[CH:4][CH:3]=2)[O:40][N:39]=1)[CH:45]=[CH2:46], predict the reactants needed to synthesize it. The reactants are: [CH2:1]([O:8][C:9]1[CH:14]=[C:13]([O:15][CH2:16][C:17]2[CH:22]=[CH:21][CH:20]=[CH:19][CH:18]=2)[C:12]([CH:23]([CH3:25])[CH3:24])=[CH:11][C:10]=1[C:26]1[O:30][N:29]=[C:28]([C:31]([NH:33][CH2:34][CH3:35])=[O:32])[C:27]=1[C:36]1[O:40][N:39]=[C:38]([CH:41]=O)[CH:37]=1)[C:2]1[CH:7]=[CH:6][CH:5]=[CH:4][CH:3]=1.Cl.[CH2:44]([O:47][NH2:48])[CH:45]=[CH2:46]. (3) Given the product [Cl:15][C:10]1[CH:9]=[C:8]([N:5]2[C:6](=[O:7])[C:2]([N:31]3[CH2:36][CH2:35][O:34][CH2:33][CH2:32]3)=[C:3]([C:17]3[CH:18]=[CH:19][C:20]([NH:23][C:24](=[O:30])[O:25][C:26]([CH3:29])([CH3:27])[CH3:28])=[CH:21][CH:22]=3)[C:4]2=[O:16])[CH:13]=[CH:12][C:11]=1[Cl:14].[NH2:23][C:20]1[CH:19]=[CH:18][C:17]([C:3]2[C:4](=[O:16])[N:5]([C:8]3[CH:13]=[CH:12][C:11]([Cl:14])=[C:10]([Cl:15])[CH:9]=3)[C:6](=[O:7])[C:2]=2[N:31]2[CH2:36][CH2:35][O:34][CH2:33][CH2:32]2)=[CH:22][CH:21]=1, predict the reactants needed to synthesize it. The reactants are: Cl[C:2]1[C:6](=[O:7])[N:5]([C:8]2[CH:13]=[CH:12][C:11]([Cl:14])=[C:10]([Cl:15])[CH:9]=2)[C:4](=[O:16])[C:3]=1[C:17]1[CH:22]=[CH:21][C:20]([NH:23][C:24](=[O:30])[O:25][C:26]([CH3:29])([CH3:28])[CH3:27])=[CH:19][CH:18]=1.[NH:31]1[CH2:36][CH2:35][O:34][CH2:33][CH2:32]1. (4) The reactants are: CO[C:3]([C:5]1[S:9][C:8]([CH2:10][CH:11]([C:13]2[C:14]([CH2:19][CH2:20][CH2:21][CH3:22])=[N:15][O:16][C:17]=2[CH3:18])O)=[N:7][CH:6]=1)=[O:4].S(=O)(=O)(O)O.[CH:28]([NH2:31])([CH3:30])[CH3:29]. Given the product [CH:28]([NH:31][C:3]([C:5]1[S:9][C:8](/[CH:10]=[CH:11]/[C:13]2[C:14]([CH2:19][CH2:20][CH2:21][CH3:22])=[N:15][O:16][C:17]=2[CH3:18])=[N:7][CH:6]=1)=[O:4])([CH3:30])[CH3:29], predict the reactants needed to synthesize it. (5) The reactants are: Cl.[Br:2][C:3]1[CH:4]=[CH:5][C:6]([O:9][C:10]2[CH:11]=[C:12]([C@H:16]3[CH2:20][C:19]4([CH2:25][CH2:24][NH:23][CH2:22][CH2:21]4)[O:18][CH2:17]3)[CH:13]=[CH:14][CH:15]=2)=[N:7][CH:8]=1.[N:26]1[CH:31]=[CH:30][CH:29]=[C:28]([NH:32][C:33](=O)[O:34]C2C=CC=CC=2)[CH:27]=1.CCN(C(C)C)C(C)C. Given the product [Br:2][C:3]1[CH:4]=[CH:5][C:6]([O:9][C:10]2[CH:11]=[C:12]([C@H:16]3[CH2:20][C:19]4([CH2:25][CH2:24][N:23]([C:33]([NH:32][C:28]5[CH:27]=[N:26][CH:31]=[CH:30][CH:29]=5)=[O:34])[CH2:22][CH2:21]4)[O:18][CH2:17]3)[CH:13]=[CH:14][CH:15]=2)=[N:7][CH:8]=1, predict the reactants needed to synthesize it. (6) Given the product [F:1][C:2]([F:10])([F:9])[C:3]([C:5]([F:8])([F:7])[F:6])([OH:4])[CH2:15][CH:16]=[CH:17][CH3:18], predict the reactants needed to synthesize it. The reactants are: [F:1][C:2]([F:10])([F:9])[C:3]([C:5]([F:8])([F:7])[F:6])=[O:4].C=CC.Cl.[CH3:15][CH2:16][CH2:17][CH2:18]C. (7) Given the product [C:1]([O:4][C@H:5]1[CH2:22][CH2:21][C@@:20]2([CH3:23])[C@@H:7]([CH2:8][CH2:9][C@:10]3([CH3:34])[C@@H:19]2[CH2:18][CH2:17][C@H:16]2[C@@:11]3([CH3:33])[CH2:12][CH2:13][C@@:14]3([C:30](=[O:31])[NH:43][C@@H:44]4[CH2:47][C@H:46]([C:48]([N:50]5[CH2:55][CH2:54][O:53][CH2:52][CH2:51]5)=[O:49])[C:45]4([CH3:57])[CH3:56])[CH2:26][CH2:25][C@@H:24]([C:27]([CH3:29])=[CH2:28])[C@@H:15]32)[C:6]1([CH3:36])[CH3:35])(=[O:3])[CH3:2], predict the reactants needed to synthesize it. The reactants are: [C:1]([O:4][C@H:5]1[CH2:22][CH2:21][C@@:20]2([CH3:23])[C@@H:7]([CH2:8][CH2:9][C@:10]3([CH3:34])[C@@H:19]2[CH2:18][CH2:17][C@H:16]2[C@@:11]3([CH3:33])[CH2:12][CH2:13][C@@:14]3([C:30](O)=[O:31])[CH2:26][CH2:25][C@@H:24]([C:27]([CH3:29])=[CH2:28])[C@@H:15]32)[C:6]1([CH3:36])[CH3:35])(=[O:3])[CH3:2].C(Cl)(C(Cl)=O)=O.[NH2:43][C@@H:44]1[CH2:47][C@H:46]([C:48]([N:50]2[CH2:55][CH2:54][O:53][CH2:52][CH2:51]2)=[O:49])[C:45]1([CH3:57])[CH3:56]. (8) The reactants are: C1OC2C(=CSC=2)[O:3]C1CO.[CH:12]1([N:18]=[C:19]=[N:20][CH:21]2[CH2:26][CH2:25][CH2:24][CH2:23][CH2:22]2)[CH2:17][CH2:16][CH2:15][CH2:14][CH2:13]1.C(C1C=CC(C2C=CC(OC(CCC)C(O)=O)=CC=2)=CC=1)#N. Given the product [CH:21]1([NH:20][C:19]([NH:18][CH:12]2[CH2:13][CH2:14][CH2:15][CH2:16][CH2:17]2)=[O:3])[CH2:26][CH2:25][CH2:24][CH2:23][CH2:22]1, predict the reactants needed to synthesize it. (9) Given the product [ClH:26].[NH:7]1[C:11]([C:12]([C:14]2[CH:23]=[CH:22][C:17]3[NH:18][C:19](=[O:21])[S:20][C:16]=3[CH:15]=2)=[O:13])=[CH:10][CH:9]=[N:8]1, predict the reactants needed to synthesize it. The reactants are: C[Si](C)(C)CCOC[N:7]1[C:11]([C:12]([C:14]2[CH:23]=[CH:22][C:17]3[NH:18][C:19](=[O:21])[S:20][C:16]=3[CH:15]=2)=[O:13])=[CH:10][CH:9]=[N:8]1.[ClH:26].